This data is from Peptide-MHC class II binding affinity with 134,281 pairs from IEDB. The task is: Regression. Given a peptide amino acid sequence and an MHC pseudo amino acid sequence, predict their binding affinity value. This is MHC class II binding data. (1) The peptide sequence is VPFNVAQAYCIGKLK. The MHC is DRB1_0401 with pseudo-sequence DRB1_0401. The binding affinity (normalized) is 0.702. (2) The peptide sequence is GLALSHLNAMSKVRK. The MHC is DRB1_0701 with pseudo-sequence DRB1_0701. The binding affinity (normalized) is 0.538. (3) The MHC is HLA-DQA10201-DQB10202 with pseudo-sequence HLA-DQA10201-DQB10202. The binding affinity (normalized) is 0.204. The peptide sequence is AFKVAATAANAAPAN. (4) The peptide sequence is GELQIVDKIDAAFLI. The binding affinity (normalized) is 0.611. The MHC is DRB3_0101 with pseudo-sequence DRB3_0101. (5) The peptide sequence is AVFEYTIDCDGSILG. The MHC is HLA-DQA10501-DQB10302 with pseudo-sequence HLA-DQA10501-DQB10302. The binding affinity (normalized) is 0.230. (6) The peptide sequence is DTGCAIDISRQELRCGSGV. The MHC is DRB1_0301 with pseudo-sequence DRB1_0301. The binding affinity (normalized) is 0.287. (7) The peptide sequence is SVAYKAAVGATPEAK. The MHC is DRB1_0401 with pseudo-sequence DRB1_0401. The binding affinity (normalized) is 0.625. (8) The peptide sequence is RDGHEKPMNVQSLGW. The MHC is HLA-DQA10103-DQB10603 with pseudo-sequence HLA-DQA10103-DQB10603. The binding affinity (normalized) is 0. (9) The peptide sequence is AKWLWGFLSRNKKPR. The MHC is DRB1_1101 with pseudo-sequence DRB1_1101. The binding affinity (normalized) is 0.771. (10) The peptide sequence is TISEPTIHLVSLKRN. The MHC is DRB1_0101 with pseudo-sequence DRB1_0101. The binding affinity (normalized) is 0.453.